Task: Predict the reaction yield, written as a fraction of the theoretical maximum amount of product (1.0 means a 100% yield; for example, 0.34 means a 34% yield).. Dataset: Reaction yield outcomes from USPTO patents with 853,638 reactions (1) The reactants are [NH:1]=[C:2]1[N:6]([C:7]2[S:8][CH:9]=[C:10]([C:12]3[CH:19]=[CH:18][C:15]([C:16]#[N:17])=[CH:14][CH:13]=3)[N:11]=2)[C:5]([CH3:21])([CH3:20])[CH2:4][O:3]1.C(N(CC)CC)C.[C:29](Cl)(=[O:31])[CH3:30].O. The catalyst is O1CCCC1. The product is [C:16]([C:15]1[CH:14]=[CH:13][C:12]([C:10]2[N:11]=[C:7]([N:6]3[C:5]([CH3:21])([CH3:20])[CH2:4][O:3]/[C:2]/3=[N:1]\[C:29](=[O:31])[CH3:30])[S:8][CH:9]=2)=[CH:19][CH:18]=1)#[N:17]. The yield is 0.640. (2) The reactants are [Br:1][C:2]1[CH:23]=[C:22]2[C:5]([CH2:6][C:7]3([C:15]42[NH:19][C:18](=S)[C:17]([CH3:21])=[N:16]4)[CH2:12][CH2:11][CH:10]([O:13][CH3:14])[CH2:9][CH2:8]3)=[CH:4][C:3]=1[F:24].[NH3:25]. No catalyst specified. The product is [Br:1][C:2]1[CH:23]=[C:22]2[C:5]([CH2:6][C:7]3([C:15]42[N:19]=[C:18]([NH2:25])[C:17]([CH3:21])=[N:16]4)[CH2:12][CH2:11][CH:10]([O:13][CH3:14])[CH2:9][CH2:8]3)=[CH:4][C:3]=1[F:24]. The yield is 0.740. (3) The reactants are [F:1][C:2]1[CH:7]=[CH:6][C:5]([C:8]2[C:16]3[C:11](=[CH:12][CH:13]=[C:14]([C:17]4[NH:18][C:19]([C:22]5[CH:27]=[CH:26][C:25]([N+:28]([O-])=O)=[CH:24][CH:23]=5)=[N:20][N:21]=4)[CH:15]=3)[NH:10][N:9]=2)=[CH:4][CH:3]=1. The catalyst is C(OCC)(=O)C. The product is [F:1][C:2]1[CH:7]=[CH:6][C:5]([C:8]2[C:16]3[C:11](=[CH:12][CH:13]=[C:14]([C:17]4[NH:18][C:19]([C:22]5[CH:27]=[CH:26][C:25]([NH2:28])=[CH:24][CH:23]=5)=[N:20][N:21]=4)[CH:15]=3)[NH:10][N:9]=2)=[CH:4][CH:3]=1. The yield is 0.260. (4) The reactants are CN(C)[CH:3]=[CH:4][C:5]([C:7]1[C:28]([N+:29]([O-])=O)=[CH:27][C:10]([O:11][CH2:12][C:13]2([NH:16][C:17]([O:19][CH2:20][C:21]3[CH:26]=[CH:25][CH:24]=[CH:23][CH:22]=3)=[O:18])[CH2:15][CH2:14]2)=[C:9]([O:32][CH3:33])[CH:8]=1)=[O:6]. The catalyst is CC(O)=O.CCOC(C)=O.[Fe]. The product is [OH:6][C:5]1[C:7]2[C:28](=[CH:27][C:10]([O:11][CH2:12][C:13]3([NH:16][C:17]([O:19][CH2:20][C:21]4[CH:26]=[CH:25][CH:24]=[CH:23][CH:22]=4)=[O:18])[CH2:14][CH2:15]3)=[C:9]([O:32][CH3:33])[CH:8]=2)[N:29]=[CH:3][CH:4]=1. The yield is 0.950. (5) The reactants are [Cl-].O[NH3+:3].[C:4](=[O:7])([O-])[OH:5].[Na+].CS(C)=O.[CH2:13]([N:20]1[C:25](=[O:26])[C:24]([CH2:27][C:28]2[CH:33]=[CH:32][C:31]([C:34]3[C:35]([C:40]#[N:41])=[CH:36][CH:37]=[CH:38][CH:39]=3)=[CH:30][CH:29]=2)=[C:23]([CH2:42][CH2:43][CH2:44][CH3:45])[N:22]=[C:21]1[CH3:46])[C:14]1[CH:19]=[CH:18][CH:17]=[CH:16][CH:15]=1. The catalyst is C(OCC)(=O)C. The product is [CH2:13]([N:20]1[C:25](=[O:26])[C:24]([CH2:27][C:28]2[CH:33]=[CH:32][C:31]([C:34]3[CH:39]=[CH:38][CH:37]=[CH:36][C:35]=3[C:40]3[NH:3][C:4](=[O:7])[O:5][N:41]=3)=[CH:30][CH:29]=2)=[C:23]([CH2:42][CH2:43][CH2:44][CH3:45])[N:22]=[C:21]1[CH3:46])[C:14]1[CH:15]=[CH:16][CH:17]=[CH:18][CH:19]=1. The yield is 0.490.